Dataset: Reaction yield outcomes from USPTO patents with 853,638 reactions. Task: Predict the reaction yield, written as a fraction of the theoretical maximum amount of product (1.0 means a 100% yield; for example, 0.34 means a 34% yield). (1) The reactants are [CH3:1][C:2]1[N:6]([CH2:7][C:8]2[CH:13]=[CH:12][CH:11]=[C:10]([C:14]([F:17])([F:16])[F:15])[C:9]=2[CH3:18])[C:5]2[CH:19]=[C:20]([N:26]3[CH2:31][CH2:30][O:29][CH2:28][CH2:27]3)[CH:21]=[C:22]([C:23]([NH2:25])=O)[C:4]=2[N:3]=1.COC(OC)[N:35]([CH3:37])C.O.[NH2:41]N. The catalyst is C(O)(=O)C. The product is [CH3:1][C:2]1[N:6]([CH2:7][C:8]2[CH:13]=[CH:12][CH:11]=[C:10]([C:14]([F:15])([F:16])[F:17])[C:9]=2[CH3:18])[C:5]2[CH:19]=[C:20]([N:26]3[CH2:31][CH2:30][O:29][CH2:28][CH2:27]3)[CH:21]=[C:22]([C:23]3[N:35]=[CH:37][NH:41][N:25]=3)[C:4]=2[N:3]=1. The yield is 0.420. (2) The reactants are [CH:1]1([CH2:4][N:5]2[CH2:27][C@@H:26]([CH2:28][OH:29])[N:8]3[C:9]4[CH:10]=[CH:11][C:12]([O:16][CH:17]5[CH2:22][CH2:21][N:20]([CH:23]([CH3:25])[CH3:24])[CH2:19][CH2:18]5)=[CH:13][C:14]=4[CH:15]=[C:7]3[C:6]2=[O:30])[CH2:3][CH2:2]1.[CH3:31]I.[H-].[Na+]. The product is [CH:1]1([CH2:4][N:5]2[CH2:27][C@@H:26]([CH2:28][O:29][CH3:31])[N:8]3[C:9]4[CH:10]=[CH:11][C:12]([O:16][CH:17]5[CH2:18][CH2:19][N:20]([CH:23]([CH3:25])[CH3:24])[CH2:21][CH2:22]5)=[CH:13][C:14]=4[CH:15]=[C:7]3[C:6]2=[O:30])[CH2:3][CH2:2]1. No catalyst specified. The yield is 0.670. (3) The reactants are B(Br)(Br)Br.[F:5][C:6]1[C:11]([F:12])=[C:10]([F:13])[C:9]([F:14])=[C:8]([F:15])[C:7]=1[C:16]1[CH:21]=[C:20]([CH3:22])[CH:19]=[CH:18][C:17]=1[O:23]C. The catalyst is ClCCl. The product is [F:5][C:6]1[C:11]([F:12])=[C:10]([F:13])[C:9]([F:14])=[C:8]([F:15])[C:7]=1[C:16]1[C:17]([OH:23])=[CH:18][CH:19]=[C:20]([CH3:22])[CH:21]=1. The yield is 0.880. (4) The reactants are F[C:2]1[N:9]=[CH:8][CH:7]=[C:6]([I:10])[C:3]=1[CH:4]=O.[F:11][C:12]1[C:17]([F:18])=[CH:16][C:15]([F:19])=[C:14]([F:20])[C:13]=1[NH:21][NH2:22]. The yield is 1.00. The product is [I:10][C:6]1[CH:7]=[CH:8][N:9]=[C:2]2[N:21]([C:13]3[C:14]([F:20])=[C:15]([F:19])[CH:16]=[C:17]([F:18])[C:12]=3[F:11])[N:22]=[CH:4][C:3]=12. The catalyst is CN1C(=O)CCC1.